Predict which catalyst facilitates the given reaction. From a dataset of Catalyst prediction with 721,799 reactions and 888 catalyst types from USPTO. (1) Reactant: [NH2:1][C:2]1[CH:11]=[CH:10][C:5]([C:6]([O:8][CH3:9])=[O:7])=[C:4]([O:12][CH3:13])[CH:3]=1.[N:14]#[C:15][NH2:16].[N+:17]([O-:20])([OH:19])=[O:18]. Product: [N+:17]([O-:20])([OH:19])=[O:18].[NH2:16][C:15]([NH:1][C:2]1[CH:11]=[CH:10][C:5]([C:6]([O:8][CH3:9])=[O:7])=[C:4]([O:12][CH3:13])[CH:3]=1)=[NH:14]. The catalyst class is: 5. (2) Reactant: [CH3:1][C:2]1([CH3:15])[CH2:6][N:5]([C:7]2[CH:8]=[N:9][CH:10]=[CH:11][C:12]=2[CH3:13])[C:4](=[O:14])[NH:3]1.I[C:17]1[CH:25]=[CH:24][C:20]2[N:21]=[CH:22][S:23][C:19]=2[CH:18]=1.N[C@@H]1CCCC[C@H]1N.P([O-])([O-])([O-])=O.[K+].[K+].[K+]. Product: [S:23]1[C:19]2[CH:18]=[C:17]([N:3]3[C:2]([CH3:15])([CH3:1])[CH2:6][N:5]([C:7]4[CH:8]=[N:9][CH:10]=[CH:11][C:12]=4[CH3:13])[C:4]3=[O:14])[CH:25]=[CH:24][C:20]=2[N:21]=[CH:22]1. The catalyst class is: 246. (3) Reactant: [F:1][C:2]1[CH:9]=[C:8]([S:10][C:11]([F:14])([F:13])[F:12])[CH:7]=[CH:6][C:3]=1[NH:4][CH3:5].C(N(CC)CC)C.[Cl:22][C:23]([O:26]C(=O)OC(Cl)(Cl)Cl)(Cl)Cl. Product: [F:1][C:2]1[CH:9]=[C:8]([S:10][C:11]([F:13])([F:14])[F:12])[CH:7]=[CH:6][C:3]=1[N:4]([CH3:5])[C:23]([Cl:22])=[O:26]. The catalyst class is: 11.